From a dataset of Full USPTO retrosynthesis dataset with 1.9M reactions from patents (1976-2016). Predict the reactants needed to synthesize the given product. (1) Given the product [NH2:11][C:9]1[N:10]=[C:5]2[CH:4]=[N:3][C:2]([C:20]3[CH:21]=[C:22]([CH:26]=[CH:27][CH:28]=3)[C:23]([OH:25])=[O:24])=[CH:7][N:6]2[N:8]=1, predict the reactants needed to synthesize it. The reactants are: Br[C:2]1[N:3]=[CH:4][C:5]2[N:6]([N:8]=[C:9]([NH2:11])[N:10]=2)[CH:7]=1.C(=O)([O-])[O-].[K+].[K+].OB(O)[C:20]1[CH:21]=[C:22]([CH:26]=[CH:27][CH:28]=1)[C:23]([OH:25])=[O:24]. (2) The reactants are: C1(N(C2C=CC(S(C)(=O)=O)=CC=2)[C:7](=[O:19])[N:8]([CH3:18])[C:9]2[S:10][CH:11]=[C:12](CC(O)=O)[N:13]=2)CCCC1.[CH:30]1([CH2:35][NH:36][C:37]2[CH:42]=[CH:41][CH:40]=[C:39]([F:43])[C:38]=2[Cl:44])[CH2:34][CH2:33][CH2:32]C1.C([O:47][C:48](=[O:57])[CH2:49][S:50]C1SC(N)=NC=1)C. Given the product [Cl:44][C:38]1[C:39]([F:43])=[CH:40][CH:41]=[CH:42][C:37]=1[N:36]([CH:35]1[CH2:32][CH2:33][CH2:34][CH2:30]1)[C:7](=[O:19])[N:8]([CH3:18])[C:9]1[S:10][C:11]([S:50][CH2:49][C:48]([OH:57])=[O:47])=[CH:12][N:13]=1, predict the reactants needed to synthesize it. (3) Given the product [CH3:27][C:22]1([CH3:28])[C:23]([CH3:25])([CH3:26])[O:24][B:20]([C:18]2[CH:17]=[N:16][N:15]([CH2:14][C:10]3([CH2:9][OH:8])[CH2:11][O:12][CH2:13]3)[CH:19]=2)[O:21]1, predict the reactants needed to synthesize it. The reactants are: C([O:8][CH2:9][C:10]1([CH2:14][N:15]2[CH:19]=[C:18]([B:20]3[O:24][C:23]([CH3:26])([CH3:25])[C:22]([CH3:28])([CH3:27])[O:21]3)[CH:17]=[N:16]2)[CH2:13][O:12][CH2:11]1)C1C=CC=CC=1.C(OP(CC1C=CC(NC2N=C(NC3C=CC(C4C=C(C(OC)=O)N(CCCO)C=4)=NC=3C(=O)NC)C(C(F)(F)F)=CN=2)=C(OC)C=1)(O)=O)C. (4) The reactants are: [F:1][C:2]1[CH:7]=[C:6]([F:8])[CH:5]=[CH:4][C:3]=1[C@:9]([OH:24])([C@H:16]([S:18][CH:19]([CH2:22][OH:23])[CH2:20][OH:21])[CH3:17])[CH2:10][N:11]1[CH:15]=[N:14][CH:13]=[N:12]1.[F:25][C:26]([F:38])([F:37])[C:27]1[CH:36]=[CH:35][C:30](/[CH:31]=[CH:32]/[CH:33]=O)=[CH:29][CH:28]=1. Given the product [F:1][C:2]1[CH:7]=[C:6]([F:8])[CH:5]=[CH:4][C:3]=1[C@:9]([OH:24])([C@H:16]([S:18][C@@H:19]1[CH2:20][O:21][C@@H:33](/[CH:32]=[CH:31]/[C:30]2[CH:35]=[CH:36][C:27]([C:26]([F:25])([F:37])[F:38])=[CH:28][CH:29]=2)[O:23][CH2:22]1)[CH3:17])[CH2:10][N:11]1[CH:15]=[N:14][CH:13]=[N:12]1, predict the reactants needed to synthesize it. (5) Given the product [ClH:16].[CH3:12][N:8]1[C:7]2[C:13]([CH3:15])=[CH:14][C:4]([NH2:1])=[CH:5][C:6]=2[N:10]=[C:9]1[CH3:11], predict the reactants needed to synthesize it. The reactants are: [N:1]([C:4]1[CH:14]=[C:13]([CH3:15])[C:7]2[N:8]([CH3:12])[C:9]([CH3:11])=[N:10][C:6]=2[CH:5]=1)=[N+]=[N-].[ClH:16].C(CCP(CCC(O)=O)CCC(O)=O)(O)=O. (6) Given the product [C:3]([NH:7][C:8]([NH:1][NH2:2])=[O:9])([CH3:6])([CH3:5])[CH3:4], predict the reactants needed to synthesize it. The reactants are: [NH2:1][NH2:2].[C:3]([N:7]=[C:8]=[O:9])([CH3:6])([CH3:5])[CH3:4]. (7) Given the product [C:49]([C:48](=[P:35]([C:36]1[CH:41]=[CH:40][CH:39]=[CH:38][CH:37]=1)([C:42]1[CH:47]=[CH:46][CH:45]=[CH:44][CH:43]=1)[C:29]1[CH:30]=[CH:31][CH:32]=[CH:33][CH:34]=1)[C:18]([C@@H:17]([NH:16][C:14](=[O:15])[O:13][C:8]1([CH2:1][C:2]2[CH:7]=[CH:6][CH:5]=[CH:4][CH:3]=2)[CH2:12][CH2:11][CH2:10][CH2:9]1)[CH2:22][CH2:23][CH2:24][CH3:25])=[O:19])#[N:50], predict the reactants needed to synthesize it. The reactants are: [CH2:1]([C:8]1([O:13][C:14]([NH:16][C@@H:17]([CH2:22][CH2:23][CH2:24][CH3:25])[C:18](OC)=[O:19])=[O:15])[CH2:12][CH2:11][CH2:10][CH2:9]1)[C:2]1[CH:7]=[CH:6][CH:5]=[CH:4][CH:3]=1.O.[OH-].[Li+].[C:29]1([P:35](=[CH:48][C:49]#[N:50])([C:42]2[CH:47]=[CH:46][CH:45]=[CH:44][CH:43]=2)[C:36]2[CH:41]=[CH:40][CH:39]=[CH:38][CH:37]=2)[CH:34]=[CH:33][CH:32]=[CH:31][CH:30]=1.O. (8) The reactants are: [NH2:1][CH:2]1[CH2:5][N:4]([C:6]2[S:7][C:8]([C:12]([O:14][CH2:15][CH3:16])=[O:13])=[C:9]([CH3:11])[N:10]=2)[CH2:3]1.[Cl:17][C:18]1[N:19]=[C:20]([C:25](O)=[O:26])[NH:21][C:22]=1[CH2:23][CH3:24].CCN=C=NCCCN(C)C.Cl.ON1C2C=CC=CC=2N=N1.CN1CCOCC1. Given the product [Cl:17][C:18]1[N:19]=[C:20]([C:25]([NH:1][CH:2]2[CH2:5][N:4]([C:6]3[S:7][C:8]([C:12]([O:14][CH2:15][CH3:16])=[O:13])=[C:9]([CH3:11])[N:10]=3)[CH2:3]2)=[O:26])[NH:21][C:22]=1[CH2:23][CH3:24], predict the reactants needed to synthesize it.